Dataset: Retrosynthesis with 50K atom-mapped reactions and 10 reaction types from USPTO. Task: Predict the reactants needed to synthesize the given product. Given the product CN(C)CCc1cnc2[nH]c(C(CC3CCCC3)c3ccc(S(C)(=O)=O)cc3)cc2c1, predict the reactants needed to synthesize it. The reactants are: CN(C)C(=O)Cc1cnc2[nH]c(C(CC3CCCC3)c3ccc(S(C)(=O)=O)cc3)cc2c1.